Dataset: Catalyst prediction with 721,799 reactions and 888 catalyst types from USPTO. Task: Predict which catalyst facilitates the given reaction. (1) Reactant: C(Cl)(=O)C(Cl)=O.CS(C)=O.[C:11]([O:15][C:16]([N:18]1[CH2:23][CH2:22][CH:21]([CH2:24][OH:25])[CH2:20][CH2:19]1)=[O:17])([CH3:14])([CH3:13])[CH3:12].C(N(CC)CC)C. Product: [C:11]([O:15][C:16]([N:18]1[CH2:23][CH2:22][CH:21]([CH:24]=[O:25])[CH2:20][CH2:19]1)=[O:17])([CH3:14])([CH3:13])[CH3:12]. The catalyst class is: 124. (2) Reactant: [CH:1]1([CH2:4]Br)[CH2:3][CH2:2]1.[O:6]=[C:7]1[NH:12][CH2:11][CH2:10][N:9]2[N:13]=[C:14]([C:16]([O:18][CH2:19][CH3:20])=[O:17])[CH:15]=[C:8]12.C(=O)([O-])[O-].[Cs+].[Cs+]. Product: [CH:1]1([CH2:4][N:12]2[CH2:11][CH2:10][N:9]3[N:13]=[C:14]([C:16]([O:18][CH2:19][CH3:20])=[O:17])[CH:15]=[C:8]3[C:7]2=[O:6])[CH2:3][CH2:2]1. The catalyst class is: 10.